From a dataset of Forward reaction prediction with 1.9M reactions from USPTO patents (1976-2016). Predict the product of the given reaction. (1) Given the reactants CC1C=C(C)C=C(C)C=1S([O-])(=O)=O.[NH2:14][N+:15]1[CH:20]=[CH:19][CH:18]=[C:17]([CH3:21])[C:16]=1[C:22]1[CH:27]=[CH:26][C:25]([O:28][CH3:29])=[CH:24][C:23]=1[Cl:30].C([O-])([O-])=O.[K+].[K+].[C:37]([O:42][CH2:43][CH3:44])(=[O:41])[C:38]#[C:39][CH3:40], predict the reaction product. The product is: [Cl:30][C:23]1[CH:24]=[C:25]([O:28][CH3:29])[CH:26]=[CH:27][C:22]=1[C:16]1[N:15]2[N:14]=[C:39]([CH3:40])[C:38]([C:37]([O:42][CH2:43][CH3:44])=[O:41])=[C:20]2[CH:19]=[CH:18][C:17]=1[CH3:21]. (2) Given the reactants [CH3:1][C:2]1[CH:3]=[C:4]2[C:10]3([CH2:15][CH2:14][NH:13][CH2:12][CH2:11]3)[C:9](=[O:16])[NH:8][C:5]2=[CH:6][CH:7]=1.[H-].[Na+].Br[CH2:20][CH2:21][O:22][CH:23]1[CH2:28][CH2:27][CH2:26][CH2:25][O:24]1, predict the reaction product. The product is: [O:24]1[CH2:25][CH2:26][CH2:27][CH2:28][CH:23]1[O:22][CH2:21][CH2:20][N:8]1[C:5]2[C:4](=[CH:3][C:2]([CH3:1])=[CH:7][CH:6]=2)[C:10]2([CH2:15][CH2:14][NH:13][CH2:12][CH2:11]2)[C:9]1=[O:16]. (3) Given the reactants [NH2:1][C:2]([C:22]1[CH:27]=[CH:26][CH:25]=[C:24]([O:28][C:29]([F:32])([F:31])[F:30])[CH:23]=1)([C:11]1[CH:16]=[CH:15][CH:14]=[C:13]([O:17][C:18]([F:21])([F:20])[F:19])[CH:12]=1)[C@H:3]([C:5]1[CH:10]=[CH:9][CH:8]=[CH:7][CH:6]=1)[OH:4].[F:33][C:34]1[CH:42]=[CH:41][C:37]([C:38](O)=[O:39])=[CH:36][C:35]=1[C:43]([F:46])([F:45])[F:44].CCN=C=NCCCN(C)C.C1C=CC2N(O)N=NC=2C=1, predict the reaction product. The product is: [F:33][C:34]1[CH:42]=[CH:41][C:37]([C:38]([NH:1][C:2]([C:11]2[CH:16]=[CH:15][CH:14]=[C:13]([O:17][C:18]([F:20])([F:21])[F:19])[CH:12]=2)([C:22]2[CH:27]=[CH:26][CH:25]=[C:24]([O:28][C:29]([F:30])([F:31])[F:32])[CH:23]=2)[C@@H:3]([OH:4])[C:5]2[CH:10]=[CH:9][CH:8]=[CH:7][CH:6]=2)=[O:39])=[CH:36][C:35]=1[C:43]([F:44])([F:45])[F:46]. (4) Given the reactants C(OC(=O)[NH:7][CH2:8][C:9]1[CH:18]=[CH:17][CH:16]=[C:15]2[C:10]=1[CH:11]=[C:12]([C:20]1[CH:25]=[CH:24][C:23]([CH2:26][N:27]3[CH2:32][CH2:31][N:30]([CH3:33])[CH2:29][CH2:28]3)=[CH:22][CH:21]=1)[NH:13][C:14]2=[O:19])(C)(C)C.C(Cl)Cl.C(O)(C(F)(F)F)=O, predict the reaction product. The product is: [NH2:7][CH2:8][C:9]1[CH:18]=[CH:17][CH:16]=[C:15]2[C:10]=1[CH:11]=[C:12]([C:20]1[CH:21]=[CH:22][C:23]([CH2:26][N:27]3[CH2:32][CH2:31][N:30]([CH3:33])[CH2:29][CH2:28]3)=[CH:24][CH:25]=1)[NH:13][C:14]2=[O:19]. (5) Given the reactants [NH2:1][C:2]1[N:10]=[CH:9][N:8]=[C:7]2[C:3]=1[N:4]([C:25]1[CH:30]=[CH:29][C:28]([O:31][C:32]3[CH:37]=[CH:36][CH:35]=[CH:34][CH:33]=3)=[CH:27][CH:26]=1)[C:5](=[O:24])[N:6]2[CH2:11][C@@H:12]1[CH2:16][CH2:15][CH2:14][N:13]1C(OC(C)(C)C)=O.[ClH:38], predict the reaction product. The product is: [ClH:38].[NH2:1][C:2]1[N:10]=[CH:9][N:8]=[C:7]2[C:3]=1[N:4]([C:25]1[CH:30]=[CH:29][C:28]([O:31][C:32]3[CH:37]=[CH:36][CH:35]=[CH:34][CH:33]=3)=[CH:27][CH:26]=1)[C:5](=[O:24])[N:6]2[CH2:11][C@@H:12]1[CH2:16][CH2:15][CH2:14][NH:13]1. (6) Given the reactants [CH2:1]([O:8][CH2:9][CH2:10][CH2:11][C:12]1[N:13]=[C:14]([C:30]2[CH:35]=[CH:34][C:33]([C:36]([F:39])([F:38])[F:37])=[CH:32][CH:31]=2)[S:15][C:16]=1[CH2:17][O:18][C:19]1[CH:28]=[CH:27][C:22]([C:23]([NH:25][OH:26])=[NH:24])=[C:21]([F:29])[CH:20]=1)[C:2]1[CH:7]=[CH:6][CH:5]=[CH:4][CH:3]=1.N1C=CC=CC=1.Cl[C:47](OC1C=CC=CC=1)=[O:48], predict the reaction product. The product is: [CH2:1]([O:8][CH2:9][CH2:10][CH2:11][C:12]1[N:13]=[C:14]([C:30]2[CH:31]=[CH:32][C:33]([C:36]([F:38])([F:37])[F:39])=[CH:34][CH:35]=2)[S:15][C:16]=1[CH2:17][O:18][C:19]1[CH:28]=[CH:27][C:22]([C:23]2[NH:24][C:47](=[O:48])[O:26][N:25]=2)=[C:21]([F:29])[CH:20]=1)[C:2]1[CH:7]=[CH:6][CH:5]=[CH:4][CH:3]=1. (7) Given the reactants [Cl:1][C:2]1[CH:7]=[CH:6][CH:5]=[CH:4][C:3]=1[NH:8][C:9](=[O:14])[CH2:10][C:11](=[O:13])[CH3:12].C(=O)([O-])[O-].[K+].[K+].[CH3:21][N:22]([CH3:25])[CH:23]=O.COC(OC)N(C)C, predict the reaction product. The product is: [Cl:1][C:2]1[CH:7]=[CH:6][CH:5]=[CH:4][C:3]=1[NH:8][C:9](=[O:14])[C:10](=[CH:21][N:22]([CH3:25])[CH3:23])[C:11](=[O:13])[CH3:12]. (8) Given the reactants [O:1]1[CH2:5][CH2:4][O:3][C:2]21[CH2:18][C:10]1[CH:11]=[C:12]3[C:16](=[CH:17][C:9]=1[CH2:8][CH2:7][CH2:6]2)[NH:15][N:14]=[CH:13]3.P([O-])([O-])([O-])=O.[K+].[K+].[K+].[C@@H]1(N)[CH2:32][CH2:31][CH2:30][CH2:29][C@H:28]1[NH2:33].IC1C=CN=CC=1, predict the reaction product. The product is: [N:33]1[CH:32]=[CH:31][C:30]([N:15]2[C:16]3[C:12](=[CH:11][C:10]4[CH2:18][C:2]5([O:1][CH2:5][CH2:4][O:3]5)[CH2:6][CH2:7][CH2:8][C:9]=4[CH:17]=3)[CH:13]=[N:14]2)=[CH:29][CH:28]=1. (9) Given the reactants [F:1][C:2]1[CH:7]=[C:6]([N+:8]([O-:10])=[O:9])[C:5]([NH:11]C(=O)C)=[C:4]([CH3:15])[CH:3]=1.Cl, predict the reaction product. The product is: [F:1][C:2]1[CH:7]=[C:6]([N+:8]([O-:10])=[O:9])[C:5]([NH2:11])=[C:4]([CH3:15])[CH:3]=1.